This data is from Full USPTO retrosynthesis dataset with 1.9M reactions from patents (1976-2016). The task is: Predict the reactants needed to synthesize the given product. (1) Given the product [C:1]([O:5][C:6]1[C:11]([O:12][CH3:13])=[C:10]([F:14])[N:9]=[C:8]([NH:18][NH2:19])[C:7]=1[F:16])([CH3:4])([CH3:3])[CH3:2], predict the reactants needed to synthesize it. The reactants are: [C:1]([O:5][C:6]1[C:11]([O:12][CH3:13])=[C:10]([F:14])[N:9]=[C:8](F)[C:7]=1[F:16])([CH3:4])([CH3:3])[CH3:2].O.[NH2:18][NH2:19]. (2) Given the product [Br:16][C:17]1[C:18]([F:24])=[C:19]([CH:20]=[C:21]([Br:23])[CH:22]=1)[C:25]([OH:27])=[O:26], predict the reactants needed to synthesize it. The reactants are: C([Li])CCC.CC1(C)CCCC(C)(C)N1.[Br:16][C:17]1[CH:22]=[C:21]([Br:23])[CH:20]=[CH:19][C:18]=1[F:24].[C:25](=[O:27])=[O:26].